Task: Predict the reactants needed to synthesize the given product.. Dataset: Full USPTO retrosynthesis dataset with 1.9M reactions from patents (1976-2016) Given the product [OH:9][C:5]1[CH:4]=[C:3]([CH:8]=[CH:7][CH:6]=1)[CH2:2][NH:1][C:24](=[O:25])[O:23][C:19]([CH3:22])([CH3:21])[CH3:20], predict the reactants needed to synthesize it. The reactants are: [NH2:1][CH2:2][C:3]1[CH:4]=[C:5]([OH:9])[CH:6]=[CH:7][CH:8]=1.C(N(CC)C(C)C)(C)C.[C:19]([O:23][C:24](O[C:24]([O:23][C:19]([CH3:22])([CH3:21])[CH3:20])=[O:25])=[O:25])([CH3:22])([CH3:21])[CH3:20].